Dataset: Forward reaction prediction with 1.9M reactions from USPTO patents (1976-2016). Task: Predict the product of the given reaction. The product is: [CH3:18][S:19]([O:16][CH2:15][CH:14]1[N:9]2[C:10]3[C:11](=[C:2]([F:1])[CH:3]=[N:4][C:5]=3[CH:6]=[CH:7][C:8]2=[O:17])[CH2:12][CH2:13]1)(=[O:21])=[O:20]. Given the reactants [F:1][C:2]1[CH:3]=[N:4][C:5]2[CH:6]=[CH:7][C:8](=[O:17])[N:9]3[CH:14]([CH2:15][OH:16])[CH2:13][CH2:12][C:11]=1[C:10]=23.[CH3:18][S:19]([O-])(=[O:21])=[O:20], predict the reaction product.